Dataset: Reaction yield outcomes from USPTO patents with 853,638 reactions. Task: Predict the reaction yield, written as a fraction of the theoretical maximum amount of product (1.0 means a 100% yield; for example, 0.34 means a 34% yield). (1) The yield is 0.570. The product is [CH3:35][C:36]1([CH3:48])[O:2][C@H:3]([CH2:4][N:5]2[CH:9]=[CH:8][C:7]([NH:10][C:11](=[O:32])[C@@H:12]([N:17]3[CH2:21][C:20]([O:22][C:23]4[CH:28]=[CH:27][CH:26]=[C:25]([Cl:29])[C:24]=4[Cl:30])=[CH:19][C:18]3=[O:31])[CH2:13][CH:14]([CH3:15])[CH3:16])=[N:6]2)[CH2:34][O:37]1. The reactants are Cl.[OH:2][C:3]([CH3:34])(C)[CH2:4][N:5]1[CH:9]=[CH:8][C:7]([NH:10][C:11](=[O:32])[C@@H:12]([N:17]2[CH2:21][C:20]([O:22][C:23]3[CH:28]=[CH:27][CH:26]=[C:25]([Cl:29])[C:24]=3[Cl:30])=[CH:19][C:18]2=[O:31])[CH2:13][CH:14]([CH3:16])[CH3:15])=[N:6]1.[CH3:35][C:36]1([CH3:48])[O:37][C@H:36]([CH2:48]N2C=CC(N)=N2)[CH2:35][O:37]1.F[P-](F)(F)(F)(F)F.N1(O[P+](N(C)C)(N(C)C)N(C)C)C2C=CC=CC=2N=N1.C(N(CC)C(C)C)(C)C. The catalyst is CN(C)C=O.C(OCC)(=O)C. (2) The reactants are O[N:2]1[C:6]2[CH:7]=CC=[CH:10][C:5]=2N=N1.[C@H](N)(CC)C.Cl.C(N=C=NCCCN(C)C)C.[Br:28][C:29]1[CH:30]=[CH:31][C:32]([Cl:48])=[C:33]([C:35]2[C:44]3[C:39](=[CH:40][CH:41]=[CH:42][CH:43]=3)[CH:38]=[C:37]([C:45](O)=[O:46])[N:36]=2)[CH:34]=1. The catalyst is CN(C)C=O.C(N(CC)CC)C. The product is [Br:28][C:29]1[CH:30]=[CH:31][C:32]([Cl:48])=[C:33]([C:35]2[C:44]3[C:39](=[CH:40][CH:41]=[CH:42][CH:43]=3)[CH:38]=[C:37]([C:45]([NH:2][C@H:6]([CH3:7])[CH2:5][CH3:10])=[O:46])[N:36]=2)[CH:34]=1. The yield is 1.00. (3) The catalyst is C(OCC)(=O)C. The yield is 1.00. The reactants are [Cl:1][S:2]([OH:5])(=O)=[O:3].[Br:6][C:7]1[CH:8]=[C:9]([CH:20]=[C:21]([Br:32])[C:22]=1[O:23][C:24]1[CH:29]=[CH:28][C:27]([O:30][CH3:31])=[CH:26][CH:25]=1)[CH:10]=[N:11][O:12][CH:13]([CH3:19])[C:14]([O:16][CH2:17][CH3:18])=[O:15]. The product is [Br:6][C:7]1[CH:8]=[C:9]([CH:20]=[C:21]([Br:32])[C:22]=1[O:23][C:24]1[CH:25]=[CH:26][C:27]([O:30][CH3:31])=[C:28]([S:2]([Cl:1])(=[O:5])=[O:3])[CH:29]=1)[CH:10]=[N:11][O:12][CH:13]([CH3:19])[C:14]([O:16][CH2:17][CH3:18])=[O:15]. (4) The reactants are [CH:1]1[C:10]2[C:5](=[CH:6][CH:7]=[CH:8][CH:9]=2)[CH:4]=[CH:3][C:2]=1[O:11][CH2:12][CH:13]([OH:26])[CH2:14][O:15][C:16]1[CH:25]=[CH:24][C:23]2[C:18](=[CH:19][CH:20]=[CH:21][CH:22]=2)[CH:17]=1.C(N(CC)CC)C.[C:34](Cl)(=[O:37])[CH:35]=[CH2:36]. The catalyst is C(Cl)Cl. The product is [C:34]([O:26][CH:13]([CH2:14][O:15][C:16]1[CH:25]=[CH:24][C:23]2[C:18](=[CH:19][CH:20]=[CH:21][CH:22]=2)[CH:17]=1)[CH2:12][O:11][C:2]1[CH:3]=[CH:4][C:5]2[C:10](=[CH:9][CH:8]=[CH:7][CH:6]=2)[CH:1]=1)(=[O:37])[CH:35]=[CH2:36]. The yield is 0.750. (5) The reactants are [CH:1]1([Mg]Br)[CH2:3][CH2:2]1.Cl[C:7]1[N:12]=[CH:11][C:10]([C:13]2[CH:18]=[CH:17][N:16]=[C:15]([C:19]([NH:21][C:22]3[CH:27]=[CH:26][CH:25]=[C:24]([C:28]4[N:32]([CH:33]5[CH2:35][CH2:34]5)[CH:31]=[N:30][N:29]=4)[CH:23]=3)=[O:20])[CH:14]=2)=[CH:9][N:8]=1. The catalyst is CN1C=CC=CC1.O1CCCC1. The product is [CH:33]1([N:32]2[CH:31]=[N:30][N:29]=[C:28]2[C:24]2[CH:23]=[C:22]([NH:21][C:19](=[O:20])[C:15]3[CH:14]=[C:13]([C:10]4[CH:9]=[N:8][C:7]([CH:1]5[CH2:3][CH2:2]5)=[N:12][CH:11]=4)[CH:18]=[CH:17][N:16]=3)[CH:27]=[CH:26][CH:25]=2)[CH2:35][CH2:34]1. The yield is 0.450.